Dataset: Peptide-MHC class I binding affinity with 185,985 pairs from IEDB/IMGT. Task: Regression. Given a peptide amino acid sequence and an MHC pseudo amino acid sequence, predict their binding affinity value. This is MHC class I binding data. (1) The peptide sequence is DLLNVTYNIK. The MHC is HLA-A68:01 with pseudo-sequence HLA-A68:01. The binding affinity (normalized) is 0.314. (2) The peptide sequence is WISHRPVVL. The MHC is HLA-A24:02 with pseudo-sequence HLA-A24:02. The binding affinity (normalized) is 0.0778. (3) The peptide sequence is YMMDGNECP. The MHC is HLA-A02:01 with pseudo-sequence HLA-A02:01. The binding affinity (normalized) is 0.490. (4) The peptide sequence is IYWLIFWRF. The MHC is HLA-A02:01 with pseudo-sequence HLA-A02:01. The binding affinity (normalized) is 0.0847. (5) The peptide sequence is DEWECTRDD. The MHC is HLA-A02:19 with pseudo-sequence HLA-A02:19. The binding affinity (normalized) is 0.0847. (6) The peptide sequence is GLPSIPVHPI. The MHC is Mamu-A01 with pseudo-sequence Mamu-A01. The binding affinity (normalized) is 0.149. (7) The peptide sequence is VRRRLTARGL. The MHC is Mamu-A07 with pseudo-sequence Mamu-A07. The binding affinity (normalized) is 0.0148.